This data is from Reaction yield outcomes from USPTO patents with 853,638 reactions. The task is: Predict the reaction yield, written as a fraction of the theoretical maximum amount of product (1.0 means a 100% yield; for example, 0.34 means a 34% yield). The reactants are [Cl:1][C:2]1[CH:3]=[C:4]([C:8]2[C:13]([O:14][CH3:15])=[CH:12][CH:11]=[C:10]([CH2:16][C:17]3[CH:18]=[C:19]([NH2:23])[CH:20]=[CH:21][CH:22]=3)[CH:9]=2)[CH:5]=[CH:6][CH:7]=1.N1C=CC=CC=1.[CH3:30][S:31](Cl)(=[O:33])=[O:32]. The catalyst is O. The product is [Cl:1][C:2]1[CH:3]=[C:4]([C:8]2[C:13]([O:14][CH3:15])=[CH:12][CH:11]=[C:10]([CH2:16][C:17]3[CH:18]=[C:19]([NH:23][S:31]([CH3:30])(=[O:33])=[O:32])[CH:20]=[CH:21][CH:22]=3)[CH:9]=2)[CH:5]=[CH:6][CH:7]=1. The yield is 0.550.